Task: Predict the reaction yield, written as a fraction of the theoretical maximum amount of product (1.0 means a 100% yield; for example, 0.34 means a 34% yield).. Dataset: Reaction yield outcomes from USPTO patents with 853,638 reactions (1) The reactants are C[Li].C([O:5][CH2:6][CH3:7])C.[CH:8]([C@H:11]1[CH2:15][CH2:14][C@@:13](C)([C:16](O)=O)[CH2:12]1)([CH3:10])[CH3:9].Cl[Si](C)(C)C. The catalyst is C1COCC1. The product is [CH:8]([C@H:11]1[CH2:15][CH2:14][C@:13]([C:6](=[O:5])[CH3:7])([CH3:16])[CH2:12]1)([CH3:10])[CH3:9]. The yield is 0.680. (2) The reactants are CC(C)([O-])C.[K+].[C:7]([CH2:9]P(=O)(OCC)OCC)#[N:8].O=[C:19]1[CH2:24][CH2:23][N:22]([C:25]([O:27][C:28]([CH3:31])([CH3:30])[CH3:29])=[O:26])[CH2:21][CH2:20]1. The catalyst is C1COCC1. The product is [C:7]([CH:9]=[C:19]1[CH2:24][CH2:23][N:22]([C:25]([O:27][C:28]([CH3:31])([CH3:30])[CH3:29])=[O:26])[CH2:21][CH2:20]1)#[N:8]. The yield is 0.968. (3) The yield is 0.760. The catalyst is CCO. The reactants are [N+:1]([C:4]1[CH:9]=[CH:8][C:7]([C:10]2[N:11]=[C:12]3[CH:17]=[CH:16][CH:15]=[CH:14][N:13]3[CH:18]=2)=[CH:6][CH:5]=1)([O-])=O.O.O.[Sn](Cl)Cl.CCOC(C)=O.C(Cl)Cl. The product is [N:11]1[C:10]([C:7]2[CH:8]=[CH:9][C:4]([NH2:1])=[CH:5][CH:6]=2)=[CH:18][N:13]2[CH:14]=[CH:15][CH:16]=[CH:17][C:12]=12. (4) The reactants are [NH2:1][C:2]1[N:7]([C:8]2[CH:13]=[CH:12][C:11]([I:14])=[CH:10][C:9]=2[F:15])[C:6](=[O:16])[NH:5][C:4](=[O:17])[CH:3]=1.[CH3:18][N:19]([CH3:22])[CH:20]=O.CN(C(OC)OC)C.C(O)(C)C. The catalyst is O. The product is [F:15][C:9]1[CH:10]=[C:11]([I:14])[CH:12]=[CH:13][C:8]=1[N:7]1[C:2]([N:1]=[CH:18][N:19]([CH3:22])[CH3:20])=[CH:3][C:4](=[O:17])[NH:5][C:6]1=[O:16]. The yield is 0.677.